Regression/Classification. Given a drug SMILES string, predict its toxicity properties. Task type varies by dataset: regression for continuous values (e.g., LD50, hERG inhibition percentage) or binary classification for toxic/non-toxic outcomes (e.g., AMES mutagenicity, cardiotoxicity, hepatotoxicity). Dataset: herg_karim. From a dataset of hERG potassium channel inhibition data for cardiac toxicity prediction from Karim et al.. (1) The drug is O=C(Cc1ccccc1)NC1CCc2ccc(CCN3CCN(c4nsc5ccccc45)CC3)cc21. The result is 1 (blocker). (2) The drug is NC1C(=O)NC1COc1ccc2ncc(F)c(CCC34CCC(NCc5ccc6c(n5)NC(=O)CO6)(CC3)CO4)c2n1. The result is 0 (non-blocker).